Dataset: Full USPTO retrosynthesis dataset with 1.9M reactions from patents (1976-2016). Task: Predict the reactants needed to synthesize the given product. (1) Given the product [C:1]([N:4]1[C:12]2[C:7](=[CH:8][CH:9]=[C:10]([F:13])[CH:11]=2)[C:6](=[C:25]([OH:26])[C:24]2[CH:23]=[CH:22][C:21]([CH2:20][CH2:19][C:17]([O:16][CH3:15])=[O:18])=[CH:29][CH:28]=2)[C:5]1=[O:14])(=[O:3])[CH3:2], predict the reactants needed to synthesize it. The reactants are: [C:1]([N:4]1[C:12]2[C:7](=[CH:8][CH:9]=[C:10]([F:13])[CH:11]=2)[CH2:6][C:5]1=[O:14])(=[O:3])[CH3:2].[CH3:15][O:16][C:17]([CH2:19][CH2:20][C:21]1[CH:29]=[CH:28][C:24]([C:25](O)=[O:26])=[CH:23][CH:22]=1)=[O:18]. (2) Given the product [C:31]([C:29](=[O:30])[C:28]([S:27][C:24]1[S:25][CH:26]=[C:22]([CH2:21][CH2:20][N:11]([CH2:10][C:7]2[CH:6]=[CH:5][C:4]([C:3]([OH:37])=[O:2])=[CH:9][CH:8]=2)[C:12]2[N:13]=[CH:14][C:15]([CH2:18][CH3:19])=[CH:16][N:17]=2)[N:23]=1)([CH3:35])[CH3:36])([CH3:32])([CH3:33])[CH3:34], predict the reactants needed to synthesize it. The reactants are: C[O:2][C:3](=[O:37])[C:4]1[CH:9]=[CH:8][C:7]([CH2:10][N:11]([CH2:20][CH2:21][C:22]2[N:23]=[C:24]([S:27][C:28]([CH3:36])([CH3:35])[C:29]([C:31]([CH3:34])([CH3:33])[CH3:32])=[O:30])[S:25][CH:26]=2)[C:12]2[N:17]=[CH:16][C:15]([CH2:18][CH3:19])=[CH:14][N:13]=2)=[CH:6][CH:5]=1.[OH-].[Na+].C(O)(=O)CC(CC(O)=O)(C(O)=O)O. (3) Given the product [CH3:25][N:17]([C:13]1[CH:12]=[C:11]2[C:16](=[CH:15][CH:14]=1)[N:8]([CH2:1][C:2]1[CH:7]=[CH:6][CH:5]=[CH:4][CH:3]=1)[N:9]=[CH:10]2)[C:18]1[N:23]=[C:22]([Cl:24])[N:21]=[CH:20][N:19]=1, predict the reactants needed to synthesize it. The reactants are: [CH2:1]([N:8]1[C:16]2[C:11](=[CH:12][C:13]([NH:17][C:18]3[N:23]=[C:22]([Cl:24])[N:21]=[CH:20][N:19]=3)=[CH:14][CH:15]=2)[CH:10]=[N:9]1)[C:2]1[CH:7]=[CH:6][CH:5]=[CH:4][CH:3]=1.[CH3:25]I.[H-].[Na+]. (4) Given the product [OH:50][CH2:51][CH2:52][CH2:53][CH2:54][N:55]1[CH:59]=[C:58]([C:60]2[CH:61]=[CH:62][C:63]([NH:71][C:72]3[C:77]([C:78]([F:81])([F:80])[F:79])=[CH:76][N:75]=[C:74]([NH:82][C:83]4[CH:97]=[CH:96][C:86]([CH2:87][P:88](=[O:92])([OH:95])[O:89][CH2:90][CH3:91])=[CH:85][C:84]=4[O:98][CH3:99])[N:73]=3)=[C:64]3[C:68]=2[CH2:67][N:66]([CH3:69])[C:65]3=[O:70])[CH:57]=[N:56]1, predict the reactants needed to synthesize it. The reactants are: C(N(CC)C(C1C=C(C2C=NN(CCCO)C=2)C=CC=1NC1C(C(F)(F)F)=CN=C(NC2C=CC(CP(=O)(O)OCC)=CC=2OC)N=1)=O)C.[OH:50][CH2:51][CH2:52][CH2:53][CH2:54][N:55]1[CH:59]=[C:58]([C:60]2[CH:61]=[CH:62][C:63]([NH:71][C:72]3[C:77]([C:78]([F:81])([F:80])[F:79])=[CH:76][N:75]=[C:74]([NH:82][C:83]4[CH:97]=[CH:96][C:86]([CH2:87][P:88](=[O:95])([O:92]CC)[O:89][CH2:90][CH3:91])=[CH:85][C:84]=4[O:98][CH3:99])[N:73]=3)=[C:64]3[C:68]=2[CH2:67][N:66]([CH3:69])[C:65]3=[O:70])[CH:57]=[N:56]1. (5) Given the product [C:1]([O:5][C:6]([NH:8][C@H:9]1[C@H:14]([O:15][Si:35]([C:32]([CH3:34])([CH3:33])[CH3:31])([CH3:37])[CH3:36])[CH2:13][CH2:12][N:11]([C:16]([O:18][CH2:19][C:20]2[CH:25]=[CH:24][CH:23]=[CH:22][CH:21]=2)=[O:17])[CH2:10]1)=[O:7])([CH3:4])([CH3:2])[CH3:3], predict the reactants needed to synthesize it. The reactants are: [C:1]([O:5][C:6]([NH:8][C@H:9]1[C@H:14]([OH:15])[CH2:13][CH2:12][N:11]([C:16]([O:18][CH2:19][C:20]2[CH:25]=[CH:24][CH:23]=[CH:22][CH:21]=2)=[O:17])[CH2:10]1)=[O:7])([CH3:4])([CH3:3])[CH3:2].N1C=CN=C1.[CH3:31][C:32]([Si:35](Cl)([CH3:37])[CH3:36])([CH3:34])[CH3:33]. (6) Given the product [ClH:27].[CH3:1][S:2]([CH2:5][CH2:6][CH2:7][O:8][N:34]1[CH:33]=[C:42]2[C:37]([CH:38]=[CH:39][CH:40]=[CH:41]2)=[N:36][CH2:35]1)(=[O:4])=[O:3], predict the reactants needed to synthesize it. The reactants are: [CH3:1][S:2]([CH2:5][CH2:6][CH2:7][OH:8])(=[O:4])=[O:3].N(C(N1CCCCC1)=O)=NC(N1CCCCC1)=O.[Cl:27]C1C=CC(N[C:33]2[C:42]3[C:37](=[CH:38][C:39](O)=[C:40](OC)[CH:41]=3)[N:36]=[CH:35][N:34]=2)=C(F)C=1.C(P(CCCC)CCCC)CCC.Cl.